From a dataset of Full USPTO retrosynthesis dataset with 1.9M reactions from patents (1976-2016). Predict the reactants needed to synthesize the given product. (1) Given the product [CH3:13][O:14][C:15]1[N:20]=[C:19]([O:21][CH3:22])[C:18]([C:23]2[C:24](=[O:25])[O:1][C:2]3[C:3]([C:10]=2[CH3:11])=[CH:4][CH:5]=[C:6]([O:8][CH3:9])[CH:7]=3)=[CH:17][N:16]=1, predict the reactants needed to synthesize it. The reactants are: [OH:1][C:2]1[CH:7]=[C:6]([O:8][CH3:9])[CH:5]=[CH:4][C:3]=1[C:10](=O)[CH3:11].[CH3:13][O:14][C:15]1[N:20]=[C:19]([O:21][CH3:22])[C:18]([CH2:23][C:24](O)=[O:25])=[CH:17][N:16]=1. (2) The reactants are: CC1C=CC(N)=C([N+]([O-])=O)C=1.[N:12]1[CH:17]=[CH:16][CH:15]=[CH:14][C:13]=1[N:18]1[C:22]2[CH:23]=[CH:24][C:25]([C:27](F)(F)F)=[CH:26][C:21]=2[N:20]=[C:19]1/[CH:31]=[CH:32]/[C:33]1[CH:38]=[CH:37][CH:36]=[CH:35][CH:34]=1. Given the product [CH3:27][C:25]1[CH:24]=[CH:23][C:22]2[N:18]([C:13]3[CH:14]=[CH:15][CH:16]=[CH:17][N:12]=3)[C:19](/[CH:31]=[CH:32]/[C:33]3[CH:38]=[CH:37][CH:36]=[CH:35][CH:34]=3)=[N:20][C:21]=2[CH:26]=1, predict the reactants needed to synthesize it. (3) Given the product [O:65]1[C:66]2[C:67](=[N:68][CH:69]=[CH:70][CH:71]=2)[N:72]=[C:64]1[S:63][CH2:26][CH2:27][N:28]1[CH2:33][CH2:32][N:31]([CH2:34][C:35]([NH:37][C:38]2[C:39]([O:49][CH:50]([CH3:51])[CH3:52])=[N:40][C:41]([CH3:48])=[CH:42][C:43]=2[O:44][CH:45]([CH3:46])[CH3:47])=[O:36])[CH2:30][CH2:29]1, predict the reactants needed to synthesize it. The reactants are: OCCN1CCN(CC(NC2C(SC)=NC(C)=CC=2SC)=O)CC1.O[CH2:26][CH2:27][N:28]1[CH2:33][CH2:32][N:31]([CH2:34][C:35]([NH:37][C:38]2[C:39]([O:49][CH:50]([CH3:52])[CH3:51])=[N:40][C:41]([CH3:48])=[CH:42][C:43]=2[O:44][CH:45]([CH3:47])[CH3:46])=[O:36])[CH2:30][CH2:29]1.SC1NC2C=CC=CC=2N=1.[SH:63][C:64]1[O:65][C:66]2[C:67]([N:72]=1)=[N:68][CH:69]=[CH:70][CH:71]=2. (4) Given the product [CH:1]([N:4]1[C:12]2[CH:11]=[C:10]([NH:13][C:14]3[CH:19]=[CH:18][N:17]=[C:16]([NH:20][CH2:21][CH2:22][C:23]([NH2:32])=[O:25])[N:15]=3)[N:9]=[CH:8][C:7]=2[N:6]=[C:5]1[CH3:26])([CH3:3])[CH3:2], predict the reactants needed to synthesize it. The reactants are: [CH:1]([N:4]1[C:12]2[CH:11]=[C:10]([NH:13][C:14]3[CH:19]=[CH:18][N:17]=[C:16]([NH:20][CH2:21][CH2:22][C:23]([OH:25])=O)[N:15]=3)[N:9]=[CH:8][C:7]=2[N:6]=[C:5]1[CH3:26])([CH3:3])[CH3:2].[Cl-].[NH4+].C([N:32](CC)C(C)C)(C)C.F[P-](F)(F)(F)(F)F.CN(C(N(C)C)=[N+]1C2C(=NC=CC=2)[N+]([O-])=N1)C.